Dataset: Forward reaction prediction with 1.9M reactions from USPTO patents (1976-2016). Task: Predict the product of the given reaction. (1) Given the reactants [C:1]1([CH3:11])[CH:6]=[C:5]([CH3:7])[CH:4]=[C:3]([CH3:8])[C:2]=1[CH2:9][NH2:10].[Br:12][C:13]1[CH:14]=[CH:15][C:16]2[N:17]([CH:19]=[C:20]([C:22](OCC)=[O:23])[N:21]=2)[CH:18]=1, predict the reaction product. The product is: [Br:12][C:13]1[CH:14]=[CH:15][C:16]2[N:17]([CH:19]=[C:20]([C:22]([NH:10][CH2:9][C:2]3[C:1]([CH3:11])=[CH:6][C:5]([CH3:7])=[CH:4][C:3]=3[CH3:8])=[O:23])[N:21]=2)[CH:18]=1. (2) Given the reactants Cl[C:2]1[N:7]=[CH:6][C:5]([NH:8][C:9]([C:11]2[CH:12]=[C:13]([NH:18][C:19](=[O:31])[C:20]3[CH:25]=[CH:24][CH:23]=[C:22]([C:26]([F:29])([F:28])[F:27])[C:21]=3[CH3:30])[CH:14]=[CH:15][C:16]=2[CH3:17])=[O:10])=[CH:4][N:3]=1.[N:32]1[CH:37]=[CH:36][CH:35]=[C:34]([NH2:38])[CH:33]=1.FC(F)(F)C(O)=O.NC1C=CC=CC=1, predict the reaction product. The product is: [CH3:30][C:21]1[C:22]([C:26]([F:29])([F:28])[F:27])=[CH:23][CH:24]=[CH:25][C:20]=1[C:19]([NH:18][C:13]1[CH:14]=[CH:15][C:16]([CH3:17])=[C:11]([C:9]([NH:8][C:5]2[CH:4]=[N:3][C:2]([NH:38][C:34]3[CH:33]=[N:32][CH:37]=[CH:36][CH:35]=3)=[N:7][CH:6]=2)=[O:10])[CH:12]=1)=[O:31]. (3) Given the reactants [C:1]([C:4]1[CH:9]=[CH:8][CH:7]=[CH:6][N:5]=1)(=[O:3])[CH3:2].[CH3:10][O:11][CH:12]([O:17][CH3:18])[C:13](OC)=[O:14].C[O-].[Na+].CO.Cl, predict the reaction product. The product is: [CH3:10][O:11][CH:12]([O:17][CH3:18])[C:13](=[O:14])[CH2:2][C:1]([C:4]1[CH:9]=[CH:8][CH:7]=[CH:6][N:5]=1)=[O:3]. (4) Given the reactants [N+:1]([C:4]1[CH:9]=[CH:8][CH:7]=[CH:6][C:5]=1B(O)O)([O-:3])=[O:2].Br[C:14]1[S:22][C:21]2[C:20]([NH:23][C:24]3[CH:29]=[CH:28][C:27]([NH:30][C:31]4[CH:36]=[CH:35][C:34]([O:37][CH3:38])=[CH:33][CH:32]=4)=[CH:26][CH:25]=3)=[N:19][CH:18]=[N:17][C:16]=2[CH:15]=1, predict the reaction product. The product is: [CH3:38][O:37][C:34]1[CH:35]=[CH:36][C:31]([NH:30][C:27]2[CH:26]=[CH:25][C:24]([NH:23][C:20]3[C:21]4[S:22][C:14]([C:5]5[CH:6]=[CH:7][CH:8]=[CH:9][C:4]=5[N+:1]([O-:3])=[O:2])=[CH:15][C:16]=4[N:17]=[CH:18][N:19]=3)=[CH:29][CH:28]=2)=[CH:32][CH:33]=1. (5) Given the reactants [Br:1][C:2]1[CH:14]=[N:13][C:12]2[C:11]3[CH:10]=[CH:9][C:8]([C:15]([O:17][CH3:18])=[O:16])=[CH:7][C:6]=3[NH:5][C:4]=2[CH:3]=1.C(=O)([O-])[O-].[Cs+].[Cs+].CS(O[CH:30]([C:37]1[CH:42]=[CH:41][CH:40]=[CH:39][CH:38]=1)[CH:31]1[CH2:36][CH2:35][O:34][CH2:33][CH2:32]1)(=O)=O, predict the reaction product. The product is: [Br:1][C:2]1[CH:14]=[N:13][C:12]2[C:11]3[CH:10]=[CH:9][C:8]([C:15]([O:17][CH3:18])=[O:16])=[CH:7][C:6]=3[N:5]([C@H:30]([C:37]3[CH:42]=[CH:41][CH:40]=[CH:39][CH:38]=3)[CH:31]3[CH2:32][CH2:33][O:34][CH2:35][CH2:36]3)[C:4]=2[CH:3]=1. (6) Given the reactants Br[C:2]1[N:3]([CH3:18])[C:4]2[C:9]([C:10]=1[CH2:11][CH2:12][C:13]([O:15][CH3:16])=[O:14])=[CH:8][C:7]([Cl:17])=[CH:6][CH:5]=2.[CH3:19][C:20]1[CH:25]=[CH:24][C:23]([Sn](C)(C)C)=[CH:22][N:21]=1, predict the reaction product. The product is: [Cl:17][C:7]1[CH:8]=[C:9]2[C:4](=[CH:5][CH:6]=1)[N:3]([CH3:18])[C:2]([C:23]1[CH:22]=[N:21][C:20]([CH3:19])=[CH:25][CH:24]=1)=[C:10]2[CH2:11][CH2:12][C:13]([O:15][CH3:16])=[O:14]. (7) Given the reactants O.[OH-].[Li+].[F:4][CH2:5][CH:6]([O:9][C:10]1[CH:11]=[C:12]([O:25][C:26]2[N:27]=[CH:28][C:29]([C:32]([O:34]C)=[O:33])=[N:30][CH:31]=2)[CH:13]=[C:14]([C:16]([NH:18][C:19]2[CH:23]=[CH:22][N:21]([CH3:24])[N:20]=2)=[O:17])[CH:15]=1)[CH2:7][F:8], predict the reaction product. The product is: [F:4][CH2:5][CH:6]([O:9][C:10]1[CH:11]=[C:12]([O:25][C:26]2[N:27]=[CH:28][C:29]([C:32]([OH:34])=[O:33])=[N:30][CH:31]=2)[CH:13]=[C:14]([C:16]([NH:18][C:19]2[CH:23]=[CH:22][N:21]([CH3:24])[N:20]=2)=[O:17])[CH:15]=1)[CH2:7][F:8].